From a dataset of Full USPTO retrosynthesis dataset with 1.9M reactions from patents (1976-2016). Predict the reactants needed to synthesize the given product. Given the product [O:1]=[C:2]1[N:6]([CH2:7][C:8]([OH:10])=[O:9])[C:5]2[CH:15]=[CH:16][CH:17]=[CH:18][C:4]=2[N:3]1[C:19]1[CH:24]=[CH:23][CH:22]=[CH:21][N:20]=1, predict the reactants needed to synthesize it. The reactants are: [O:1]=[C:2]1[N:6]([CH2:7][C:8]([O:10]C(C)(C)C)=[O:9])[C:5]2[CH:15]=[CH:16][CH:17]=[CH:18][C:4]=2[N:3]1[C:19]1[CH:24]=[CH:23][CH:22]=[CH:21][N:20]=1.Cl.